Dataset: Forward reaction prediction with 1.9M reactions from USPTO patents (1976-2016). Task: Predict the product of the given reaction. (1) Given the reactants [CH:1]([C:3]1[C:11]2[CH:10]=[CH:9][CH:8]=[CH:7][C:6]=2[N:5]2[CH2:12][CH2:13][N:14]([C:17]([O:19][C:20]([CH3:23])([CH3:22])[CH3:21])=[O:18])[CH2:15][CH2:16][C:4]=12)=O.C([O-])(=O)C.[NH4+].[N+:29]([CH3:32])([O-:31])=[O:30], predict the reaction product. The product is: [N+:29](/[CH:32]=[CH:1]/[C:3]1[C:11]2[CH:10]=[CH:9][CH:8]=[CH:7][C:6]=2[N:5]2[CH2:12][CH2:13][N:14]([C:17]([O:19][C:20]([CH3:23])([CH3:22])[CH3:21])=[O:18])[CH2:15][CH2:16][C:4]=12)([O-:31])=[O:30]. (2) Given the reactants C([O:3][C:4]([C:6]1([S:11]([C:14]2[CH:19]=[CH:18][C:17]([O:20][CH3:21])=[CH:16][CH:15]=2)(=[O:13])=[O:12])[CH2:10][CH2:9][CH2:8][CH2:7]1)=[O:5])C, predict the reaction product. The product is: [CH3:21][O:20][C:17]1[CH:18]=[CH:19][C:14]([S:11]([C:6]2([C:4]([OH:5])=[O:3])[CH2:10][CH2:9][CH2:8][CH2:7]2)(=[O:13])=[O:12])=[CH:15][CH:16]=1. (3) The product is: [C:8]1([CH:7]([C:14]2[CH:19]=[CH:18][CH:17]=[CH:16][CH:15]=2)[C:6]([NH:5][CH2:4][CH2:3][CH2:2][N:37]2[CH2:38][CH2:39][CH:34]([C:28]3[C:27]([F:40])=[C:26]([NH:25][C:23](=[O:24])[CH:22]([CH3:21])[CH3:41])[C:31]([F:32])=[CH:30][C:29]=3[F:33])[CH2:35][CH2:36]2)=[O:20])[CH:13]=[CH:12][CH:11]=[CH:10][CH:9]=1. Given the reactants Br[CH2:2][CH2:3][CH2:4][NH:5][C:6](=[O:20])[CH:7]([C:14]1[CH:19]=[CH:18][CH:17]=[CH:16][CH:15]=1)[C:8]1[CH:13]=[CH:12][CH:11]=[CH:10][CH:9]=1.[CH3:21][CH:22]([CH3:41])[C:23]([NH:25][C:26]1[C:31]([F:32])=[CH:30][C:29]([F:33])=[C:28]([CH:34]2[CH2:39][CH2:38][NH:37][CH2:36][CH2:35]2)[C:27]=1[F:40])=[O:24], predict the reaction product. (4) Given the reactants [C:1]([N:8]1[CH2:11][CH:10]([OH:12])[CH2:9]1)([O:3][C:4]([CH3:7])([CH3:6])[CH3:5])=[O:2].C(N(CC)CC)C.[CH3:20][S:21](Cl)(=[O:23])=[O:22].C(OCC)(=O)C, predict the reaction product. The product is: [CH3:20][S:21]([O:12][CH:10]1[CH2:11][N:8]([C:1]([O:3][C:4]([CH3:7])([CH3:6])[CH3:5])=[O:2])[CH2:9]1)(=[O:23])=[O:22].